Dataset: Catalyst prediction with 721,799 reactions and 888 catalyst types from USPTO. Task: Predict which catalyst facilitates the given reaction. (1) Reactant: Cl[C:2]1[CH:7]=[C:6]([C:8]2[CH:13]=[CH:12][CH:11]=[C:10]([Cl:14])[C:9]=2[CH3:15])[N:5]=[C:4]([NH2:16])[N:3]=1.[NH2:17][CH2:18][CH2:19][C:20]1[CH:25]=[CH:24][C:23]([S:26]([N:29]([CH3:31])[CH3:30])(=[O:28])=[O:27])=[CH:22][CH:21]=1.C(N(CC)C(C)C)(C)C.CO. Product: [NH2:16][C:4]1[N:3]=[C:2]([NH:17][CH2:18][CH2:19][C:20]2[CH:21]=[CH:22][C:23]([S:26]([N:29]([CH3:30])[CH3:31])(=[O:28])=[O:27])=[CH:24][CH:25]=2)[CH:7]=[C:6]([C:8]2[CH:13]=[CH:12][CH:11]=[C:10]([Cl:14])[C:9]=2[CH3:15])[N:5]=1. The catalyst class is: 51. (2) Reactant: [OH:1][C:2]1[CH:7]=[CH:6][C:5]([C:8]23[NH:20][CH2:19][CH2:18][N:9]2[C:10](=[O:17])[C:11]2[N:12]([CH:14]=[CH:15][CH:16]=2)[CH2:13]3)=[CH:4][CH:3]=1.Cl.Cl[CH2:23][CH2:24][N:25]1[CH2:30][CH2:29][O:28][CH2:27][CH2:26]1.C(=O)([O-])[O-].[K+].[K+].O. Product: [N:25]1([CH2:24][CH2:23][O:1][C:2]2[CH:7]=[CH:6][C:5]([C:8]34[NH:20][CH2:19][CH2:18][N:9]3[C:10](=[O:17])[C:11]3[N:12]([CH:14]=[CH:15][CH:16]=3)[CH2:13]4)=[CH:4][CH:3]=2)[CH2:30][CH2:29][O:28][CH2:27][CH2:26]1. The catalyst class is: 163. (3) Reactant: Br[CH2:2][C:3]1[S:7][CH:6]=[N:5][C:4]=1[CH:8]([CH3:10])[CH3:9].[CH3:11][C:12]1[N:17]=[C:16]([SH:18])[N:15]=[C:14]([OH:19])[CH:13]=1.C(N(CC)CC)C. Product: [CH3:11][C:12]1[N:17]=[C:16]([S:18][CH2:2][C:3]2[S:7][CH:6]=[N:5][C:4]=2[CH:8]([CH3:10])[CH3:9])[N:15]=[C:14]([OH:19])[CH:13]=1. The catalyst class is: 8.